Task: Binary Classification. Given a drug SMILES string, predict its activity (active/inactive) in a high-throughput screening assay against a specified biological target.. Dataset: Serine/threonine kinase 33 screen with 319,792 compounds (1) The drug is S(C(CC)C(=O)NCCOC)c1n(Cc2ccc(OC)cc2)c(=O)c2c(n1)cc(OC)c(OC)c2. The result is 0 (inactive). (2) The molecule is o1c2c(n(CCCOc3cc(ccc3)C)c1=O)cc(cc2)C. The result is 0 (inactive). (3) The molecule is Clc1nc(Nc2ccc([N+]([O-])=O)cc2)nc(NCCO)n1. The result is 0 (inactive). (4) The result is 0 (inactive). The molecule is Clc1ccc(SCC(=O)n2nc(cc2C)C)cc1. (5) The molecule is O=c1n2C(N=C(N=c2[nH]c(c1)C)NCc1ccccc1)c1ccccc1. The result is 0 (inactive). (6) The compound is S=C1N(C(C(=C(N1)C)C(OC)=O)c1cc(OC)c(OC)cc1)C(=O)C. The result is 0 (inactive). (7) The compound is S(=O)(=O)(N(CC1Oc2c(C(=O)N(CC1C)C(CO)C)cc(NC(=O)Nc1ccc(cc1)C(F)(F)F)cc2)C)c1ccc(F)cc1. The result is 0 (inactive). (8) The drug is O=C(NC(CC)C)c1c2nc3c(nc2n(\N=C\c2cccnc2)c1N)cccc3. The result is 0 (inactive). (9) The drug is s1c2c([nH]c(=O)cc2O)nc1SCC(=O)Nc1c(OC)ccc(OC)c1. The result is 1 (active). (10) The compound is O=C(N1N=C/2C(C1c1ccccc1)CCCC2=C\c1ccccc1)N. The result is 0 (inactive).